Dataset: Catalyst prediction with 721,799 reactions and 888 catalyst types from USPTO. Task: Predict which catalyst facilitates the given reaction. (1) Reactant: C[Si]([N-][Si](C)(C)C)(C)C.[Br:10][C:11]1[CH:12]=[C:13]([C:18]2[CH:23]=[C:22]([O:24][CH3:25])[N:21]=[CH:20][C:19]=2[NH2:26])[C:14](F)=[N:15][CH:16]=1. Product: [CH3:25][O:24][C:22]1[N:21]=[CH:20][C:19]2[NH:26][C:14]3[N:15]=[CH:16][C:11]([Br:10])=[CH:12][C:13]=3[C:18]=2[CH:23]=1. The catalyst class is: 20. (2) Reactant: C([N:4]1[C:12]2[C:7](=[CH:8][CH:9]=[CH:10][CH:11]=2)[C:6](=[C:13](OCC)[C:14]2[CH:19]=[CH:18][CH:17]=[CH:16][CH:15]=2)[C:5]1=[O:23])(=O)C.[NH2:24][C:25]1[CH:30]=[CH:29][CH:28]=[CH:27][CH:26]=1.CO.[OH-].[Na+]. Product: [NH:24](/[C:13](=[C:6]1\[C:5](=[O:23])[NH:4][C:12]2[C:7]\1=[CH:8][CH:9]=[CH:10][CH:11]=2)/[C:14]1[CH:15]=[CH:16][CH:17]=[CH:18][CH:19]=1)[C:25]1[CH:30]=[CH:29][CH:28]=[CH:27][CH:26]=1. The catalyst class is: 18. (3) Reactant: [Si]([O:8][CH2:9][C:10]#[C:11][CH2:12][N:13]1[C:21]2[C:20](Cl)=[N:19][CH:18]=[N:17][C:16]=2[CH:15]=[CH:14]1)(C(C)(C)C)(C)C.[Cl:23][C:24]1[CH:25]=[C:26]([CH:28]=[CH:29][C:30]=1[O:31][C:32]1[CH:37]=[CH:36][CH:35]=[C:34]([C:38]([F:41])([F:40])[F:39])[CH:33]=1)[NH2:27].O. Product: [Cl:23][C:24]1[CH:25]=[C:26]([NH:27][C:20]2[C:21]3[N:13]([CH2:12][C:11]#[C:10][CH2:9][OH:8])[CH:14]=[CH:15][C:16]=3[N:17]=[CH:18][N:19]=2)[CH:28]=[CH:29][C:30]=1[O:31][C:32]1[CH:37]=[CH:36][CH:35]=[C:34]([C:38]([F:40])([F:41])[F:39])[CH:33]=1. The catalyst class is: 32. (4) Reactant: [I-].[CH2:2]([O:9][C:10]([NH:12][CH:13]([C:19]([NH:21][C:22]1[CH:27]=[CH:26][CH:25]=[C:24]([Br:28])[C:23]=1[CH3:29])=[O:20])[CH2:14][CH2:15][S+](C)C)=[O:11])[C:3]1[CH:8]=[CH:7][CH:6]=[CH:5][CH:4]=1.C(=O)([O-])[O-].[Cs+].[Cs+]. Product: [Br:28][C:24]1[C:23]([CH3:29])=[C:22]([N:21]2[CH2:15][CH2:14][CH:13]([NH:12][C:10](=[O:11])[O:9][CH2:2][C:3]3[CH:8]=[CH:7][CH:6]=[CH:5][CH:4]=3)[C:19]2=[O:20])[CH:27]=[CH:26][CH:25]=1. The catalyst class is: 197. (5) Reactant: [CH2:1]([N:3]([CH2:23][CH3:24])[C:4]([CH:6]1[C:18]2[C:17]3[C:12](=[CH:13][CH:14]=[C:15]([F:19])[CH:16]=3)[N:11]([CH2:20][CH2:21][OH:22])[C:10]=2[CH2:9][CH2:8][CH2:7]1)=[O:5])[CH3:2].N1C=CC=CC=1.[CH3:31][S:32](Cl)(=[O:34])=[O:33]. Product: [CH2:23]([N:3]([CH2:1][CH3:2])[C:4]([CH:6]1[C:18]2[C:17]3[C:12](=[CH:13][CH:14]=[C:15]([F:19])[CH:16]=3)[N:11]([CH2:20][CH2:21][O:22][S:32]([CH3:31])(=[O:34])=[O:33])[C:10]=2[CH2:9][CH2:8][CH2:7]1)=[O:5])[CH3:24]. The catalyst class is: 4.